This data is from Forward reaction prediction with 1.9M reactions from USPTO patents (1976-2016). The task is: Predict the product of the given reaction. (1) The product is: [N:11]1[CH:12]=[CH:13][C:8]([C:6]2[N:7]=[C:2]([NH:56][C@@H:53]3[CH2:54][CH2:55][NH:51][CH2:52]3)[C:3]3[S:16][CH:15]=[C:14]([NH:17][C:18]([CH:20]4[CH2:24][CH2:23][CH2:22][CH2:21]4)=[O:19])[C:4]=3[N:5]=2)=[CH:9][CH:10]=1. Given the reactants O[C:2]1[C:3]2[S:16][CH:15]=[C:14]([NH:17][C:18]([CH:20]3[CH2:24][CH2:23][CH2:22][CH2:21]3)=[O:19])[C:4]=2[N:5]=[C:6]([C:8]2[CH:13]=[CH:12][N:11]=[CH:10][CH:9]=2)[N:7]=1.C(C1C=C(C(C)C)C=C(C(C)C)C=1S(Cl)(=O)=O)(C)C.C([N:51]1[CH2:55][CH2:54][C@@H:53]([NH2:56])[CH2:52]1)(OC(C)(C)C)=O.O, predict the reaction product. (2) Given the reactants C([N:4]1[C:12]2[C:7](=[CH:8][C:9]([C:21](=[O:24])[CH2:22]Br)=[C:10]([O:13][CH2:14][C:15]3[CH:20]=[CH:19][CH:18]=[CH:17][CH:16]=3)[CH:11]=2)[C:6]([CH3:25])=[CH:5]1)(=O)C.C([O-])([O-])=O.[K+].[K+].[C:32]([N:42]1[CH2:47][CH2:46]C[CH2:44][CH2:43]1)([O:34][CH2:35][C:36]1[CH:41]=[CH:40][CH:39]=[CH:38][CH:37]=1)=[O:33].C[N:49](C=O)C, predict the reaction product. The product is: [CH2:35]([O:34][C:32]([N:42]1[CH2:43][CH2:44][N:49]([CH2:22][C:21]([C:9]2[CH:8]=[C:7]3[C:12](=[CH:11][C:10]=2[O:13][CH2:14][C:15]2[CH:20]=[CH:19][CH:18]=[CH:17][CH:16]=2)[NH:4][CH:5]=[C:6]3[CH3:25])=[O:24])[CH2:46][CH2:47]1)=[O:33])[C:36]1[CH:37]=[CH:38][CH:39]=[CH:40][CH:41]=1. (3) Given the reactants [NH:1]([C:18]([O:20][CH2:21][C:22]1[CH:27]=[CH:26][CH:25]=[CH:24][CH:23]=1)=[O:19])[CH2:2][C:3]([NH:5][C@H:6]([C:15]([OH:17])=[O:16])[CH2:7][C:8]1[CH:13]=[CH:12][C:11]([OH:14])=[CH:10][CH:9]=1)=[O:4].ClS(O)(=O)=O.[CH3:33]O, predict the reaction product. The product is: [NH:1]([C:18]([O:20][CH2:21][C:22]1[CH:23]=[CH:24][CH:25]=[CH:26][CH:27]=1)=[O:19])[CH2:2][C:3]([NH:5][C@H:6]([C:15]([O:17][CH3:33])=[O:16])[CH2:7][C:8]1[CH:9]=[CH:10][C:11]([OH:14])=[CH:12][CH:13]=1)=[O:4]. (4) Given the reactants [CH3:1][O:2][C:3]1[CH:8]=[CH:7][C:6]([N:9]=[C:10]=[O:11])=[CH:5][CH:4]=1.[O:12]1[CH:16]=[CH:15][CH2:14][CH2:13]1, predict the reaction product. The product is: [CH3:1][O:2][C:3]1[CH:4]=[CH:5][C:6]([NH:9][C:10]([C:13]2[O:12][CH2:16][CH2:15][CH:14]=2)=[O:11])=[CH:7][CH:8]=1. (5) Given the reactants Cl.[NH:2]1[CH2:7][CH2:6][CH:5]([O:8][C:9]2[CH:10]=[C:11]3[C:16](=[CH:17][CH:18]=2)[C:15](=[O:19])[NH:14][CH:13]=[CH:12]3)[CH2:4][CH2:3]1.[Cl:20]N1C(=O)CCC1=O.[OH-].[Na+], predict the reaction product. The product is: [Cl:20][C:10]1[C:9]([O:8][CH:5]2[CH2:4][CH2:3][NH:2][CH2:7][CH2:6]2)=[CH:18][CH:17]=[C:16]2[C:11]=1[CH:12]=[CH:13][NH:14][C:15]2=[O:19]. (6) Given the reactants CO[C:3]1[CH:4]=[C:5]2[N:22]=[CH:21][N:20]=[C:19](NC3C=CC(F)=C(Cl)C=3)[C:6]2=[CH:7][C:8]=1OCCCN1CCOCC1.OC1C=C(C=CC=1OC)C#N.O1CCN(CCCCl)CC1.S(S([O-])=O)([O-])=O.[Na+].[Na+].C(N)=O, predict the reaction product. The product is: [N:22]1[C:5]2[C:6](=[CH:7][CH:8]=[CH:3][CH:4]=2)[CH:19]=[N:20][CH:21]=1. (7) Given the reactants [F:1][C:2]1[N:7]=[CH:6][C:5]([NH2:8])=[CH:4][CH:3]=1.[C:9](O[C:9]([O:11][C:12]([CH3:15])([CH3:14])[CH3:13])=[O:10])([O:11][C:12]([CH3:15])([CH3:14])[CH3:13])=[O:10], predict the reaction product. The product is: [F:1][C:2]1[N:7]=[CH:6][C:5]([NH:8][C:9](=[O:10])[O:11][C:12]([CH3:15])([CH3:14])[CH3:13])=[CH:4][CH:3]=1. (8) Given the reactants [CH3:1][C:2]([CH3:8])([CH3:7])[CH2:3][CH2:4][CH:5]=[O:6].C[O-].[Na+].C([O:14][CH3:15])=O.Br[CH2:17][CH3:18], predict the reaction product. The product is: [CH2:17]([O:6]/[CH:5]=[C:4](/[CH2:3][C:2]([CH3:8])([CH3:7])[CH3:1])\[CH:15]=[O:14])[CH3:18]. (9) Given the reactants [Cl:1][C:2]1[CH:3]=[C:4]([CH:9]=[CH:10][C:11]=1[S:12]([N:15](CC1C=CC(OC)=CC=1OC)[C:16]1[S:17][C:18]([Cl:21])=[CH:19][N:20]=1)(=[O:14])=[O:13])[C:5]([O:7]C)=[O:6].[OH-].[Na+], predict the reaction product. The product is: [Cl:1][C:2]1[CH:3]=[C:4]([CH:9]=[CH:10][C:11]=1[S:12]([NH:15][C:16]1[S:17][C:18]([Cl:21])=[CH:19][N:20]=1)(=[O:13])=[O:14])[C:5]([OH:7])=[O:6]. (10) Given the reactants F[C:2]1[CH:3]=[C:4]([C:8]2[C:17]3[C:12](=[CH:13][CH:14]=[C:15]([O:18][CH3:19])[CH:16]=3)[C:11](=[O:20])[N:10]([CH3:21])[C:9]=2[CH3:22])[CH:5]=[CH:6][CH:7]=1.[F:23]C1C=CC(C=O)=CC=1, predict the reaction product. The product is: [F:23][C:7]1[CH:6]=[CH:5][C:4]([C:8]2[C:17]3[C:12](=[CH:13][CH:14]=[C:15]([O:18][CH3:19])[CH:16]=3)[C:11](=[O:20])[N:10]([CH3:21])[C:9]=2[CH3:22])=[CH:3][CH:2]=1.